From a dataset of Blood-brain barrier permeability classification from the B3DB database. Regression/Classification. Given a drug SMILES string, predict its absorption, distribution, metabolism, or excretion properties. Task type varies by dataset: regression for continuous measurements (e.g., permeability, clearance, half-life) or binary classification for categorical outcomes (e.g., BBB penetration, CYP inhibition). Dataset: b3db_classification. (1) The compound is COc1ccc2cc([C@@H]3CC(=O)Oc4cc(C)oc(=O)c43)c(=O)[nH]c2c1. The result is 1 (penetrates BBB). (2) The drug is F[C@H](Br)C(F)(F)F. The result is 1 (penetrates BBB). (3) The compound is COc1ccc2c3c1O[C@H]1[C@@H](O)CC[C@H]4[C@@H](C2)N(C)CC[C@]314. The result is 1 (penetrates BBB). (4) The drug is C=CCc1cccc(/C=N\NC(=O)CN2CCN(Cc3ccccc3)CC2)c1O. The result is 1 (penetrates BBB).